This data is from Experimentally validated miRNA-target interactions with 360,000+ pairs, plus equal number of negative samples. The task is: Binary Classification. Given a miRNA mature sequence and a target amino acid sequence, predict their likelihood of interaction. (1) Result: 1 (interaction). The protein sequence of the target gene is MEDGKPVWAPHPTDGFQMGNIVDIGPDSLTIEPLNQKGKTFLALINQVFPAEEDSKKDVEDNCSLMYLNEATLLHNIKVRYSKDRIYTYVANILIAVNPYFDIPKIYSSEAIKSYQGKSLGTRPPHVFAIADKAFRDMKVLKMSQSIIVSGESGAGKTENTKFVLRYLTESYGTGQDIDDRIVEANPLLEAFGNAKTVRNNNSSRFGKFVEIHFNEKSSVVGGFVSHYLLEKSRICVQGKEERNYHIFYRLCAGASEDIREKLHLSSPDNFRYLNRGCTRYFANKETDKQILQNRKSPEY.... The miRNA is hsa-miR-4731-3p with sequence CACACAAGUGGCCCCCAACACU. (2) The miRNA is mmu-miR-301b-3p with sequence CAGUGCAAUGGUAUUGUCAAAGC. The protein sequence of the target gene is MTKMDIRGAVDAAVPTNIIAAKAAEVRANKVNWQSYLQGQMISAEDCEFIQRFEMKRSSEDKQEMLQTEGSQCAKTFINLMTHISKEQTVQYILTMVDDMLQENHQRVSIFFDYAKRSKSTAWPYFLPMLNRQDPFTVHMAARIIAKLAAWGKELMEGSDLNYYFNWIKTQLSSQKLRGSGVAVETGTISSSDSSQYVQCVAGCLQLMLRVNEYRFAWVEADGVNCIMGVLSNKCGFQLQYQMIFSIWLLAFSPQMCEHLRRYNIIPVLSDILQESVKEKVTRIILAAFRNFLEKSTERE.... Result: 1 (interaction). (3) The miRNA is hsa-miR-548av-5p with sequence AAAAGUACUUGCGGAUUU. The protein sequence of the target gene is MMLHSALGLCLLLVTVSSNLAIAIKKEKRPPQTLSRGWGDDITWVQTYEEGLFYAQKSKKPLMVIHHLEDCQYSQALKKVFAQNEEIQEMAQNKFIMLNLMHETTDKNLSPDGQYVPRIMFVDPSLTVRADIAGRYSNRLYTYEPRDLPLLIENMKKALRLIQSEL. Result: 0 (no interaction). (4) The miRNA is mmu-miR-882 with sequence AGGAGAGAGUUAGCGCAUUAGU. The protein sequence of the target gene is MEKLYSENEGMASNQGKMENEEQPQDERKPEVTCTLEDKKLENEGKTENKGKTGDEEMLKDKGKPESEGEAKEGKSEREGESEMEGGSEREGKPEIEGKPESEGEPGSETRAAGKRPAEDDVPRKAKRKTNKGLAHYLKEYKEAIHDMNFSNEDMIREFDNMAKVQDEKRKSKQKLGAFLWMQRNLQDPFYPRGPREFRGGCRAPRRDIEDIPYV. Result: 0 (no interaction). (5) The miRNA is hsa-miR-4709-5p with sequence ACAACAGUGACUUGCUCUCCAA. The protein sequence of the target gene is MKEDCLPSSHVPISDSKSIQKSELLGLLKTYNCYHEGKSFQLRHREEEGTLIIEGLLNIAWGLRRPIRLQMQDDREQVHLPSTSWMPRRPSCPLKEPSPQNGNITAQGPSIQPVHKAESSTDSSGPLEEAEEAPQLMRTKSDASCMSQRRPKCRAPGEAQRIRRHRFSINGHFYNHKTSVFTPAYGSVTNVRVNSTMTTLQVLTLLLNKFRVEDGPSEFALYIVHESGERTKLKDCEYPLISRILHGPCEKIARIFLMEADLGVEVPHEVAQYIKFEMPVLDSFVEKLKEEEEREIIKLT.... Result: 1 (interaction).